From a dataset of Full USPTO retrosynthesis dataset with 1.9M reactions from patents (1976-2016). Predict the reactants needed to synthesize the given product. Given the product [Cl:15][C:12]1[CH:13]=[CH:14][C:9]([CH:8]=[CH:7][S:4]([OH:6])(=[O:3])=[O:5])=[C:10]([O:16][CH3:17])[CH:11]=1, predict the reactants needed to synthesize it. The reactants are: C([O:3][S:4]([CH:7]=[CH:8][C:9]1[CH:14]=[CH:13][C:12]([Cl:15])=[CH:11][C:10]=1[O:16][CH3:17])(=[O:6])=[O:5])C.